This data is from Full USPTO retrosynthesis dataset with 1.9M reactions from patents (1976-2016). The task is: Predict the reactants needed to synthesize the given product. (1) Given the product [F:15][C:4]1[CH:5]=[C:6]2[C:10](=[C:2]([C:22]3[CH:21]=[CH:20][C:19]([O:18][C:17]([F:16])([F:28])[F:29])=[CH:24][CH:23]=3)[CH:3]=1)[NH:9][C:8]([C:11]([NH2:13])=[O:12])=[C:7]2[CH3:14], predict the reactants needed to synthesize it. The reactants are: Br[C:2]1[CH:3]=[C:4]([F:15])[CH:5]=[C:6]2[C:10]=1[NH:9][C:8]([C:11]([NH2:13])=[O:12])=[C:7]2[CH3:14].[F:16][C:17]([F:29])([F:28])[O:18][C:19]1[CH:24]=[CH:23][C:22](B(O)O)=[CH:21][CH:20]=1. (2) Given the product [Cl:13][C:14]1[CH:19]=[C:18]([C:6]2[CH:7]=[C:2]([Cl:1])[CH:3]=[CH:4][C:5]=2[CH2:11][CH3:12])[N:17]=[C:16]([NH2:21])[N:15]=1, predict the reactants needed to synthesize it. The reactants are: [Cl:1][C:2]1[CH:3]=[CH:4][C:5]([CH2:11][CH3:12])=[C:6](B(O)O)[CH:7]=1.[Cl:13][C:14]1[CH:19]=[C:18](Cl)[N:17]=[C:16]([NH2:21])[N:15]=1. (3) Given the product [Br:1][C:2]1[CH:8]=[CH:7][C:5]2[N:6]=[C:14]([C:13]3[CH:17]=[CH:18][CH:19]=[C:11]([F:10])[CH:12]=3)[O:9][C:4]=2[CH:3]=1, predict the reactants needed to synthesize it. The reactants are: [Br:1][C:2]1[CH:8]=[CH:7][C:5]([NH2:6])=[C:4]([OH:9])[CH:3]=1.[F:10][C:11]1[CH:12]=[C:13]([CH:17]=[CH:18][CH:19]=1)[C:14](O)=O. (4) The reactants are: [CH3:1][C:2]([NH:10][C:11]([C:13]1[CH:18]=[CH:17][C:16](Br)=[C:15]([O:20][CH2:21][CH:22]2[CH2:24][CH2:23]2)[N:14]=1)=[O:12])([C:4]1[N:8]=[C:7]([CH3:9])[O:6][N:5]=1)[CH3:3].CC([Si](C)(C)[O:30][C@H:31]1[CH2:35][CH2:34][NH:33][CH2:32]1)(C)C. Given the product [CH3:1][C:2]([NH:10][C:11]([C:13]1[CH:18]=[CH:17][C:16]([N:33]2[CH2:34][CH2:35][C@H:31]([OH:30])[CH2:32]2)=[C:15]([O:20][CH2:21][CH:22]2[CH2:24][CH2:23]2)[N:14]=1)=[O:12])([C:4]1[N:8]=[C:7]([CH3:9])[O:6][N:5]=1)[CH3:3], predict the reactants needed to synthesize it. (5) Given the product [CH3:3][CH:2]([N:4]([C:22]([C@H:19]1[CH2:18][CH2:17][C@H:16]([C:15]([F:14])([F:25])[F:26])[CH2:21][CH2:20]1)=[O:23])[C:5]1[CH:9]=[CH:8][S:7][C:6]=1[C:10]([O:12][CH3:13])=[O:11])[CH3:1], predict the reactants needed to synthesize it. The reactants are: [CH3:1][CH:2]([NH:4][C:5]1[CH:9]=[CH:8][S:7][C:6]=1[C:10]([O:12][CH3:13])=[O:11])[CH3:3].[F:14][C:15]([F:26])([F:25])[C@H:16]1[CH2:21][CH2:20][C@H:19]([C:22](Cl)=[O:23])[CH2:18][CH2:17]1.C1(P(C2C=CC=CC=2)C2C=CC=CC=2)C=CC=CC=1.